From a dataset of Human liver microsome stability data. Regression/Classification. Given a drug SMILES string, predict its absorption, distribution, metabolism, or excretion properties. Task type varies by dataset: regression for continuous measurements (e.g., permeability, clearance, half-life) or binary classification for categorical outcomes (e.g., BBB penetration, CYP inhibition). Dataset: hlm. The compound is CCc1nc(N)nc(N)c1-c1ccc2c(c1)N(CCCOC)C(=O)[C@H](C)O2. The result is 0 (unstable in human liver microsomes).